This data is from Experimentally validated miRNA-target interactions with 360,000+ pairs, plus equal number of negative samples. The task is: Binary Classification. Given a miRNA mature sequence and a target amino acid sequence, predict their likelihood of interaction. The miRNA is hsa-miR-218-1-3p with sequence AUGGUUCCGUCAAGCACCAUGG. The protein sequence of the target gene is MASGVQVADEVCRIFYDMKVRKCSTPEEIKKRKKAVIFCLSADKKCIVVEEGKEILVGDVGATITDPFKHFVGMLPEKDCRYALYDASFETKESRKEELMFFLWAPEQAPLKSKMIYASSKDAIKKKFPGIKHEYQANGPEDLNRTCIAEKLGGSLIVAFEGSPV. Result: 0 (no interaction).